Dataset: TCR-epitope binding with 47,182 pairs between 192 epitopes and 23,139 TCRs. Task: Binary Classification. Given a T-cell receptor sequence (or CDR3 region) and an epitope sequence, predict whether binding occurs between them. (1) The epitope is TEILPVSMTK. The TCR CDR3 sequence is CASSLGVGELFF. Result: 0 (the TCR does not bind to the epitope). (2) The epitope is RQLLFVVEV. The TCR CDR3 sequence is CASSQDRGVHGELFF. Result: 1 (the TCR binds to the epitope). (3) The epitope is VLAWLYAAV. The TCR CDR3 sequence is CASSQVGTGETQYF. Result: 0 (the TCR does not bind to the epitope). (4) The epitope is GLCTLVAML. The TCR CDR3 sequence is CASSPWVSGDTQYF. Result: 1 (the TCR binds to the epitope). (5) The epitope is FADDLNQLTGY. The TCR CDR3 sequence is CASLTSGGAGEQFF. Result: 0 (the TCR does not bind to the epitope). (6) The epitope is LLWNGPMAV. The TCR CDR3 sequence is CASSAGGTPDQPQHF. Result: 1 (the TCR binds to the epitope). (7) The epitope is FIAGLIAIV. The TCR CDR3 sequence is CASSTGISYEQYF. Result: 1 (the TCR binds to the epitope). (8) The epitope is CINGVCWTV. The TCR CDR3 sequence is CASSYFKGAGELFF. Result: 0 (the TCR does not bind to the epitope). (9) The epitope is YLNTLTLAV. The TCR CDR3 sequence is CASSLGGLKNIQYF. Result: 1 (the TCR binds to the epitope). (10) The epitope is FLYNLLTRV. The TCR CDR3 sequence is CASGGFTGANVLTF. Result: 0 (the TCR does not bind to the epitope).